Dataset: Catalyst prediction with 721,799 reactions and 888 catalyst types from USPTO. Task: Predict which catalyst facilitates the given reaction. (1) Reactant: [Cl:1][C:2]1[C:16]([Cl:17])=[CH:15][C:5]2[NH:6][C:7]([C:9](=[O:14])[C:10]([F:13])([F:12])[F:11])=[N:8][C:4]=2[CH:3]=1.Br/[CH:19]=[CH:20]/[CH3:21].II.[Mg]. Product: [Cl:17][C:16]1[C:2]([Cl:1])=[CH:3][C:4]2[NH:8][C:7]([C:9]([OH:14])(/[CH:19]=[CH:20]/[CH3:21])[C:10]([F:13])([F:11])[F:12])=[N:6][C:5]=2[CH:15]=1. The catalyst class is: 76. (2) Reactant: F[C:2]1[CH:7]=[CH:6][C:5]([S:8]([CH3:11])(=[O:10])=[O:9])=[CH:4][C:3]=1[C:12]1[C:13]2[CH:22]=[CH:21][N:20](S(C3C=CC(C)=CC=3)(=O)=O)[C:14]=2[C:15](=[O:19])[N:16]([CH3:18])[CH:17]=1.[CH:33]1([OH:37])[CH2:36][CH2:35][CH2:34]1.[H-].[Na+]. Product: [CH:33]1([O:37][C:2]2[CH:7]=[CH:6][C:5]([S:8]([CH3:11])(=[O:9])=[O:10])=[CH:4][C:3]=2[C:12]2[C:13]3[CH:22]=[CH:21][NH:20][C:14]=3[C:15](=[O:19])[N:16]([CH3:18])[CH:17]=2)[CH2:36][CH2:35][CH2:34]1. The catalyst class is: 7. (3) Reactant: [CH2:1]([OH:17])[CH2:2][CH2:3]CCCCCCCCCCCCC.C(N=C=O)CCCCCN=C=[O:26].C1C=C(C[N:37]=[C:38]=[O:39])C=C(CN=C=O)C=1.C([O-])(=O)CCCCCCCCCCC.C([Sn+2]CCCC)CCC.C([O-])(=O)CCCCCCCCCCC.C(OCCO)(=O)C=C.COC1C=CC(O)=CC=1. Product: [C:1]([OH:17])(=[O:26])[CH:2]=[CH2:3].[NH2:37][C:38]([O:17][CH2:1][CH3:2])=[O:39]. The catalyst class is: 11. (4) The catalyst class is: 103. Reactant: Br[C:2]1[N:6]([S:7]([C:10]2[CH:11]=[N:12][CH:13]=[CH:14][CH:15]=2)(=[O:9])=[O:8])[CH:5]=[C:4]([CH2:16][N:17]([CH3:25])[C:18](=[O:24])[O:19][C:20]([CH3:23])([CH3:22])[CH3:21])[CH:3]=1.[F:26][C:27]1[C:32]([O:33][CH3:34])=[CH:31][CH:30]=[CH:29][C:28]=1B(O)O.C(=O)([O-])O.[Na+].COCCOC. Product: [C:20]([O:19][C:18](=[O:24])[N:17]([CH2:16][C:4]1[CH:3]=[C:2]([C:28]2[CH:29]=[CH:30][CH:31]=[C:32]([O:33][CH3:34])[C:27]=2[F:26])[N:6]([S:7]([C:10]2[CH:11]=[N:12][CH:13]=[CH:14][CH:15]=2)(=[O:9])=[O:8])[CH:5]=1)[CH3:25])([CH3:23])([CH3:22])[CH3:21].